From a dataset of Reaction yield outcomes from USPTO patents with 853,638 reactions. Predict the reaction yield, written as a fraction of the theoretical maximum amount of product (1.0 means a 100% yield; for example, 0.34 means a 34% yield). (1) The reactants are [CH2:1]([OH:13])[CH2:2][O:3][CH2:4][CH2:5][O:6][CH2:7][CH2:8][O:9][CH2:10][CH2:11][OH:12].[OH-].[Na+].[CH2:16](Cl)[C:17]1[CH:22]=[CH:21][CH:20]=[CH:19][CH:18]=1. The catalyst is [Na+].[Cl-]. The product is [CH2:16]([O:12][CH2:11][CH2:10][O:9][CH2:8][CH2:7][O:6][CH2:5][CH2:4][O:3][CH2:2][CH2:1][OH:13])[C:17]1[CH:22]=[CH:21][CH:20]=[CH:19][CH:18]=1. The yield is 0.710. (2) The reactants are [CH2:1]([N:5]1[C:13]2[N:12]=[C:11]([Cl:14])[N:10]([CH2:15][CH:16]=[CH2:17])[C:9]=2[C:8](=[O:18])[NH:7][C:6]1=[O:19])[CH2:2][CH2:3][CH3:4].C([O-])([O-])=O.[Cs+].[Cs+].Br[CH2:27][CH2:28][CH2:29][CH2:30][OH:31]. The catalyst is CN(C=O)C. The product is [CH2:1]([N:5]1[C:13]2[N:12]=[C:11]([Cl:14])[N:10]([CH2:15][CH:16]=[CH2:17])[C:9]=2[C:8](=[O:18])[N:7]([CH2:27][CH2:28][CH2:29][CH2:30][OH:31])[C:6]1=[O:19])[CH2:2][CH2:3][CH3:4]. The yield is 0.210. (3) The yield is 0.990. No catalyst specified. The product is [CH2:16]([O:15][C:11]1[CH:10]=[C:9]([CH2:8][CH:2]([NH:1][C:47]([NH:36][CH2:35][C:34]2[CH:33]=[CH:32][C:31]([NH:30][C:28]([O:27][C:23]([CH3:26])([CH3:24])[CH3:25])=[O:29])=[CH:38][CH:37]=2)=[O:48])[C:3]([O:5][CH2:6][CH3:7])=[O:4])[CH:14]=[CH:13][CH:12]=1)[C:17]1[CH:22]=[CH:21][CH:20]=[CH:19][CH:18]=1. The reactants are [NH2:1][CH:2]([CH2:8][C:9]1[CH:14]=[CH:13][CH:12]=[C:11]([O:15][CH2:16][C:17]2[CH:22]=[CH:21][CH:20]=[CH:19][CH:18]=2)[CH:10]=1)[C:3]([O:5][CH2:6][CH3:7])=[O:4].[C:23]([O:27][C:28]([NH:30][C:31]1[CH:38]=[CH:37][C:34]([CH2:35][NH2:36])=[CH:33][CH:32]=1)=[O:29])([CH3:26])([CH3:25])[CH3:24].C(N(CC)CC)C.C[CH2:47][O:48]C(C)=O. (4) The reactants are C[O:2][C:3]([C:5]1[C:14]([NH2:15])=[C:13]([F:16])[C:8]2[N:9]=[CH:10][N:11]([CH3:12])[C:7]=2[CH:6]=1)=[O:4].C(=O)([O-])[O-].[Cs+].[Cs+].[Br:23][C:24]1[CH:29]=[CH:28][C:27](I)=[C:26]([Cl:31])[CH:25]=1.S(=O)(=O)(O)O.[OH-].[Na+]. The catalyst is C1(OC)C=CC=CC=1.CO. The product is [Br:23][C:24]1[CH:29]=[CH:28][C:27]([NH:15][C:14]2[C:5]([C:3]([OH:2])=[O:4])=[CH:6][C:7]3[N:11]([CH3:12])[CH:10]=[N:9][C:8]=3[C:13]=2[F:16])=[C:26]([Cl:31])[CH:25]=1. The yield is 0.722. (5) The reactants are [N+:1]([C:4]1[CH:9]=[CH:8][C:7](B(O)O)=[CH:6][CH:5]=1)([O-:3])=[O:2].[C:13]([O:17][C:18]([N:20]1[CH2:25][CH:24]=[C:23](C2C=CC(N)=CC=2)[CH2:22][CH2:21]1)=[O:19])([CH3:16])([CH3:15])[CH3:14]. The catalyst is CCOC(C)=O. The product is [C:13]([O:17][C:18]([N:20]1[CH2:21][CH:22]=[C:23]([C:7]2[CH:8]=[CH:9][C:4]([N+:1]([O-:3])=[O:2])=[CH:5][CH:6]=2)[CH2:24][CH2:25]1)=[O:19])([CH3:16])([CH3:14])[CH3:15]. The yield is 0.900. (6) The product is [ClH:1].[CH3:22][C@H:17]1[O:18][C@@H:19]([CH3:21])[CH2:20][N:15]([C:4]2[N:3]=[C:2]([CH2:23][CH:24]([CH3:26])[CH3:25])[C:7]([C:8]3[CH:13]=[CH:12][N:11]=[C:10]([CH3:14])[CH:9]=3)=[CH:6][N:5]=2)[CH2:16]1. The yield is 0.410. The reactants are [Cl:1][C:2]1[C:7]([C:8]2[CH:13]=[CH:12][N:11]=[C:10]([CH3:14])[CH:9]=2)=[CH:6][N:5]=[C:4]([N:15]2[CH2:20][C@H:19]([CH3:21])[O:18][C@H:17]([CH3:22])[CH2:16]2)[N:3]=1.[CH2:23]([Mg]Cl)[CH:24]([CH3:26])[CH3:25].[Cl-].[NH4+].Cl. The catalyst is O1CCCC1.ClCCl.[Cu]I.CO. (7) The reactants are [C:1]1(=[O:10])[C:4]2([CH2:9][CH2:8][NH:7][CH2:6][CH2:5]2)[CH2:3][NH:2]1.[Cl:11][C:12]1[N:13]=[C:14]([N:23]2[CH2:28][CH2:27][O:26][CH2:25][CH2:24]2)[C:15]2[S:20][C:19]([CH:21]=O)=[CH:18][C:16]=2[N:17]=1.C(O[BH-](OC(=O)C)OC(=O)C)(=O)C.[Na+]. The catalyst is ClC(Cl)C. The product is [Cl:11][C:12]1[N:13]=[C:14]([N:23]2[CH2:24][CH2:25][O:26][CH2:27][CH2:28]2)[C:15]2[S:20][C:19]([CH2:21][N:7]3[CH2:8][CH2:9][C:4]4([C:1](=[O:10])[NH:2][CH2:3]4)[CH2:5][CH2:6]3)=[CH:18][C:16]=2[N:17]=1. The yield is 0.500. (8) The reactants are C(O[BH-](OC(=O)C)OC(=O)C)(=O)C.[Na+].[C:15]([C:17]1[CH:24]=[CH:23][C:20]([CH:21]=O)=[CH:19][CH:18]=1)#[CH:16].[CH2:25]([NH:27][CH2:28][CH3:29])[CH3:26].C(O)(=O)C. The catalyst is ClCCCl. The product is [CH2:25]([N:27]([CH2:21][C:20]1[CH:23]=[CH:24][C:17]([C:15]#[CH:16])=[CH:18][CH:19]=1)[CH2:28][CH3:29])[CH3:26]. The yield is 0.632. (9) The reactants are [N:1]12[CH2:8][CH2:7][C:4]([C:9]([C:17]3[CH:22]=[CH:21][CH:20]=[CH:19][CH:18]=3)([C:11]3[CH:16]=[CH:15][CH:14]=[CH:13][CH:12]=3)[OH:10])([CH2:5][CH2:6]1)[CH2:3][CH2:2]2.[Br:23][CH2:24][CH2:25][O:26][CH:27]1[CH2:32][CH2:31][CH2:30][CH2:29][O:28]1. The catalyst is CC#N. The product is [Br-:23].[OH:10][C:9]([C:17]1[CH:22]=[CH:21][CH:20]=[CH:19][CH:18]=1)([C:11]1[CH:12]=[CH:13][CH:14]=[CH:15][CH:16]=1)[C:4]12[CH2:5][CH2:6][N+:1]([CH2:24][CH2:25][O:26][CH:27]3[CH2:32][CH2:31][CH2:30][CH2:29][O:28]3)([CH2:2][CH2:3]1)[CH2:8][CH2:7]2. The yield is 0.316.